Dataset: Catalyst prediction with 721,799 reactions and 888 catalyst types from USPTO. Task: Predict which catalyst facilitates the given reaction. (1) Reactant: Br[C:2]1[S:3][CH:4]=[C:5]([C:7]2[CH:12]=[CH:11][C:10]([NH:13][S:14]([C:17]([F:20])([F:19])[F:18])(=[O:16])=[O:15])=[CH:9][C:8]=2[Cl:21])[N:6]=1.CC1(C)C(C)(C)OB([C:30]2[CH:35]=[CH:34][N:33]=[C:32]3[NH:36][CH:37]=[CH:38][C:31]=23)O1.C(=O)([O-])[O-].[Na+].[Na+].CN(C)C=O. Product: [Cl:21][C:8]1[CH:9]=[C:10]([NH:13][S:14]([C:17]([F:20])([F:19])[F:18])(=[O:16])=[O:15])[CH:11]=[CH:12][C:7]=1[C:5]1[N:6]=[C:2]([C:30]2[CH:35]=[CH:34][N:33]=[C:32]3[NH:36][CH:37]=[CH:38][C:31]=23)[S:3][CH:4]=1. The catalyst class is: 103. (2) Reactant: C([O:4][CH2:5][C:6]1[C:11]([CH3:12])=[C:10]([O:13][CH2:14][CH2:15][CH3:16])[CH:9]=[CH:8][N:7]=1)(=O)C.[OH-].[Na+]. Product: [OH:4][CH2:5][C:6]1[C:11]([CH3:12])=[C:10]([O:13][CH2:14][CH2:15][CH3:16])[CH:9]=[CH:8][N:7]=1. The catalyst class is: 11. (3) Reactant: [F:1][C:2]([F:7])([F:6])[C:3]([OH:5])=[O:4].C(OC(=O)[NH:14][CH2:15][C:16]1[CH:21]=[CH:20][C:19]([Cl:22])=[CH:18][C:17]=1[CH2:23][NH:24][C:25]([C@@H:27]1[CH2:31][CH2:30][CH2:29][N:28]1[C:32]([C:34]1([OH:43])[C:42]2[CH:41]=[CH:40][N:39]=[CH:38][C:37]=2[CH2:36][CH2:35]1)=[O:33])=[O:26])(C)(C)C. Product: [F:1][C:2]([F:7])([F:6])[C:3]([OH:5])=[O:4].[F:1][C:2]([F:7])([F:6])[C:3]([OH:5])=[O:4].[NH2:14][CH2:15][C:16]1[CH:21]=[CH:20][C:19]([Cl:22])=[CH:18][C:17]=1[CH2:23][NH:24][C:25]([C@@H:27]1[CH2:31][CH2:30][CH2:29][N:28]1[C:32]([C:34]1([OH:43])[C:42]2[CH:41]=[CH:40][N:39]=[CH:38][C:37]=2[CH2:36][CH2:35]1)=[O:33])=[O:26]. The catalyst class is: 2.